This data is from NCI-60 drug combinations with 297,098 pairs across 59 cell lines. The task is: Regression. Given two drug SMILES strings and cell line genomic features, predict the synergy score measuring deviation from expected non-interaction effect. Drug 1: CCC(=C(C1=CC=CC=C1)C2=CC=C(C=C2)OCCN(C)C)C3=CC=CC=C3.C(C(=O)O)C(CC(=O)O)(C(=O)O)O. Drug 2: C1CNP(=O)(OC1)N(CCCl)CCCl. Cell line: MDA-MB-435. Synergy scores: CSS=1.79, Synergy_ZIP=-1.22, Synergy_Bliss=-1.14, Synergy_Loewe=2.89, Synergy_HSA=-0.971.